From a dataset of Peptide-MHC class I binding affinity with 185,985 pairs from IEDB/IMGT. Regression. Given a peptide amino acid sequence and an MHC pseudo amino acid sequence, predict their binding affinity value. This is MHC class I binding data. (1) The peptide sequence is PINRPIDWK. The MHC is Patr-A0401 with pseudo-sequence Patr-A0401. The binding affinity (normalized) is 0.0755. (2) The peptide sequence is KYIPYREHKSL. The MHC is H-2-Kd with pseudo-sequence H-2-Kd. The binding affinity (normalized) is 0. (3) The peptide sequence is KSVEFDMSHLN. The binding affinity (normalized) is 0.106. The MHC is H-2-Kb with pseudo-sequence H-2-Kb. (4) The peptide sequence is LRLTVWGTK. The MHC is Mamu-B03 with pseudo-sequence Mamu-B03. The binding affinity (normalized) is 0.493. (5) The peptide sequence is RVVEPIKQI. The MHC is HLA-A02:12 with pseudo-sequence HLA-A02:12. The binding affinity (normalized) is 0.0847.